Dataset: Reaction yield outcomes from USPTO patents with 853,638 reactions. Task: Predict the reaction yield, written as a fraction of the theoretical maximum amount of product (1.0 means a 100% yield; for example, 0.34 means a 34% yield). (1) The reactants are [CH3:1][O:2][C:3](=[O:21])[C@H:4]([CH2:13][C:14]1[CH:19]=[CH:18][C:17](O)=[CH:16][CH:15]=1)[NH:5][C:6]([O:8][C:9]([CH3:12])([CH3:11])[CH3:10])=[O:7].C(N(CC)CC)C.C1C=CC(N([S:36]([C:39]([F:42])([F:41])[F:40])(=[O:38])=[O:37])[S:36]([C:39]([F:42])([F:41])[F:40])(=[O:38])=[O:37])=CC=1. The catalyst is C(Cl)Cl.CN(C1C=CN=CC=1)C. The product is [CH3:1][O:2][C:3](=[O:21])[C@H:4]([CH2:13][C:14]1[CH:19]=[CH:18][C:17]([S:36]([C:39]([F:42])([F:41])[F:40])(=[O:38])=[O:37])=[CH:16][CH:15]=1)[NH:5][C:6]([O:8][C:9]([CH3:12])([CH3:11])[CH3:10])=[O:7]. The yield is 0.960. (2) The reactants are [NH:1]1[CH2:6][CH2:5][CH2:4][CH2:3][CH2:2]1.Cl.C(N=C=NCCCN(C)C)C.[CH3:19][O:20][C:21]1[C:22](=[O:49])[C:23]([CH3:48])=[C:24]([CH2:30][C:31]2[CH:32]=[CH:33][C:34]([O:40][CH2:41][C:42]3[CH:47]=[CH:46][CH:45]=[CH:44][CH:43]=3)=[C:35]([CH:39]=2)[C:36](O)=[O:37])[C:25](=[O:29])[C:26]=1[O:27][CH3:28]. The catalyst is C(Cl)Cl. The product is [CH3:19][O:20][C:21]1[C:22](=[O:49])[C:23]([CH3:48])=[C:24]([CH2:30][C:31]2[CH:32]=[CH:33][C:34]([O:40][CH2:41][C:42]3[CH:43]=[CH:44][CH:45]=[CH:46][CH:47]=3)=[C:35]([CH:39]=2)[C:36]([N:1]2[CH2:6][CH2:5][CH2:4][CH2:3][CH2:2]2)=[O:37])[C:25](=[O:29])[C:26]=1[O:27][CH3:28]. The yield is 0.430. (3) The reactants are [CH3:1][O:2][C:3]1[CH:4]=[C:5]2[C:10](=[CH:11][CH:12]=1)[N:9]=[C:8]([NH:13][CH:14]1[CH2:19][CH2:18][CH2:17][CH:16]([NH2:20])[CH2:15]1)[CH:7]=[C:6]2[CH3:21].[N:22]1[CH:27]=[CH:26][CH:25]=[CH:24][C:23]=1[CH:28]=O.CC(O)=O. The catalyst is C(Cl)Cl.CO.C(Cl)Cl. The product is [CH3:1][O:2][C:3]1[CH:4]=[C:5]2[C:10](=[CH:11][CH:12]=1)[N:9]=[C:8]([NH:13][CH:14]1[CH2:19][CH2:18][CH2:17][CH:16]([NH:20][CH2:28][C:23]3[CH:24]=[CH:25][CH:26]=[CH:27][N:22]=3)[CH2:15]1)[CH:7]=[C:6]2[CH3:21]. The yield is 0.450. (4) The reactants are COC(=O)C1C=CC=C(COC2C=CC(C3C=C(F)C(F)=CC=3F)=CC=2)C=1[NH:27][N:28]([C:37]([O:39][C:40]([CH3:43])([CH3:42])[CH3:41])=[O:38])[CH2:29][C@@H:30]1[CH2:34][O:33][C:32]([CH3:36])([CH3:35])[O:31]1.COC(=O)C1C=CC=C(COC2C=CC(C3C=C(F)C(F)=CC=3Cl)=CC=2)C=1.COC(=O)C1C=CC=C(COC2C=CC(C3C=C(F)C(F)=CC=3Cl)=CC=2)C=1Br. No catalyst specified. The product is [C:40]([O:39][C:37]([N:28]([CH2:29][C@H:30]1[CH2:34][O:33][C:32]([CH3:36])([CH3:35])[O:31]1)[NH2:27])=[O:38])([CH3:43])([CH3:41])[CH3:42]. The yield is 0.840.